Predict the reaction yield, written as a fraction of the theoretical maximum amount of product (1.0 means a 100% yield; for example, 0.34 means a 34% yield). From a dataset of Reaction yield outcomes from USPTO patents with 853,638 reactions. (1) The reactants are [OH:1][CH:2]([CH3:11])[C:3]([C:5]1[CH:10]=[CH:9][CH:8]=[CH:7][CH:6]=1)=O.[O-:12][C:13]#[N:14].[K+].C(O)(=O)C.O. The catalyst is CC(O)C. The product is [CH3:11][C:2]1[O:1][C:13](=[O:12])[NH:14][C:3]=1[C:5]1[CH:10]=[CH:9][CH:8]=[CH:7][CH:6]=1. The yield is 0.370. (2) The product is [Cl:13][C:14]1[CH:19]=[CH:18][CH:17]=[C:16]([O:20][CH3:21])[C:15]=1[C:2]1[CH:3]=[C:4]2[C:9](=[CH:10][CH:11]=1)[N:8]=[CH:7][NH:6][C:5]2=[O:12]. The catalyst is CN(C)C(=O)C.C(O)C.O.C1C=CC(/C=C/C(/C=C/C2C=CC=CC=2)=O)=CC=1.C1C=CC(/C=C/C(/C=C/C2C=CC=CC=2)=O)=CC=1.C1C=CC(/C=C/C(/C=C/C2C=CC=CC=2)=O)=CC=1.[Pd].[Pd].C(Cl)Cl. The yield is 0.243. The reactants are Br[C:2]1[CH:3]=[C:4]2[C:9](=[CH:10][CH:11]=1)[N:8]=[CH:7][NH:6][C:5]2=[O:12].[Cl:13][C:14]1[CH:19]=[CH:18][CH:17]=[C:16]([O:20][CH3:21])[C:15]=1B(O)O.C(=O)([O-])[O-].[K+].[K+].C1(P(C2C=CC=CC=2)C2C=CC=CC=2)C=CC=CC=1.C(=O)(O)[O-]. (3) The reactants are [O:1]=[C:2]1[NH:11][C:10]2[N:9]=[C:8]([O:12][CH2:13][CH2:14][CH2:15][CH:16]=O)[CH:7]=[CH:6][C:5]=2[CH2:4][CH2:3]1.[N:18]1([C:24]2[C:32]3[N:31]=[C:30]([C:33]([F:36])([F:35])[F:34])[NH:29][C:28]=3[CH:27]=[CH:26][CH:25]=2)[CH2:23][CH2:22][NH:21][CH2:20][CH2:19]1.[BH-](OC(C)=O)(OC(C)=O)OC(C)=O.[Na+]. The catalyst is ClC(Cl)C.C(OCC)(=O)C. The product is [F:36][C:33]([F:34])([F:35])[C:30]1[NH:31][C:32]2[C:24]([N:18]3[CH2:19][CH2:20][N:21]([CH2:16][CH2:15][CH2:14][CH2:13][O:12][C:8]4[N:9]=[C:10]5[C:5]([CH2:4][CH2:3][C:2](=[O:1])[NH:11]5)=[CH:6][CH:7]=4)[CH2:22][CH2:23]3)=[CH:25][CH:26]=[CH:27][C:28]=2[N:29]=1. The yield is 0.350. (4) The reactants are [CH2:1]([C:4]([CH2:15][CH:16]=[CH2:17])([C:10]([O:12][CH2:13][CH3:14])=[O:11])[C:5]([O:7][CH2:8][CH3:9])=[O:6])C=C.CCCCCCCCCCCCCCCC. The catalyst is C1(C)C=CC=CC=1.C(OCC)(=O)C.[Ru]. The product is [C:4]1([C:5]([O:7][CH2:8][CH3:9])=[O:6])([C:10]([O:12][CH2:13][CH3:14])=[O:11])[CH2:1][CH:17]=[CH:16][CH2:15]1. The yield is 0.320. (5) The reactants are C(N(CC)CC)C.[CH2:8]([NH:12][CH2:13][C:14]1[C:23]2[C:18](=[CH:19][CH:20]=[CH:21][CH:22]=2)[C:17]([O:24][CH3:25])=[C:16]([O:26][CH3:27])[CH:15]=1)[CH2:9][CH2:10][CH3:11].[C:28](Cl)([CH3:30])=[O:29]. The catalyst is C(Cl)Cl. The product is [C:28]([N:12]([CH2:13][C:14]1[C:23]2[C:18](=[CH:19][CH:20]=[CH:21][CH:22]=2)[C:17]([O:24][CH3:25])=[C:16]([O:26][CH3:27])[CH:15]=1)[CH2:8][CH2:9][CH2:10][CH3:11])(=[O:29])[CH3:30]. The yield is 1.00. (6) The reactants are [S:1]1[CH:5]=[CH:4][C:3]([N:6]2[C:14]3[C:9](=[CH:10][CH:11]=[CH:12][CH:13]=3)[C:8](=O)[C:7]2=[O:16])=[CH:2]1.[NH2:17][C:18]1[CH:23]=[CH:22][C:21]([CH3:24])=[CH:20][CH:19]=1. The catalyst is CC(O)=O.CO. The product is [CH3:24][C:21]1[CH:22]=[CH:23][C:18](/[N:17]=[C:8]2/[C:7](=[O:16])[N:6]([C:3]3[CH:4]=[CH:5][S:1][CH:2]=3)[C:14]3[C:9]/2=[CH:10][CH:11]=[CH:12][CH:13]=3)=[CH:19][CH:20]=1. The yield is 0.500. (7) The reactants are [I:1][C:2]1[CH:7]=[CH:6][CH:5]=[CH:4][C:3]=1/[CH:8]=[CH:9]/[C:10]1[CH:15]=[C:14]([Cl:16])[CH:13]=[CH:12][C:11]=1[OH:17].O.O.C[N+]([O-])(C)C.[Li+].[CH3:26][CH:27]([N-:29][CH:30](C)C)C. The catalyst is C1COCC1.CCCCCCC.C1COCC1.C(C1C=CC=CC=1)C.CCOCC.CCCCC. The product is [CH3:30][N:29]1[CH2:27][CH2:26][C@@H:9]([C:10]2[CH:15]=[C:14]([Cl:16])[CH:13]=[CH:12][C:11]=2[OH:17])[C@@H:8]1[C:3]1[CH:4]=[CH:5][CH:6]=[CH:7][C:2]=1[I:1]. The yield is 0.720. (8) The reactants are [F:1][C:2]1[CH:8]=[CH:7][C:6]([F:9])=[CH:5][C:3]=1[NH2:4].[F:10][C:11]([F:24])([O:15][C:16]1[CH:17]=[C:18]([CH:21]=[CH:22][CH:23]=1)[CH:19]=O)[CH:12]([F:14])[F:13]. The catalyst is C1CCCCC1. The product is [F:1][C:2]1[CH:8]=[CH:7][C:6]([F:9])=[CH:5][C:3]=1[NH:4][CH2:19][C:18]1[CH:21]=[CH:22][CH:23]=[C:16]([O:15][C:11]([F:10])([F:24])[CH:12]([F:13])[F:14])[CH:17]=1. The yield is 0.860.